This data is from Forward reaction prediction with 1.9M reactions from USPTO patents (1976-2016). The task is: Predict the product of the given reaction. Given the reactants [OH-].[Na+].C[O:4][C:5]([C:7]1[CH:15]=[C:14]2[C:10]([CH:11]=[CH:12][NH:13]2)=[C:9]([Br:16])[CH:8]=1)=[O:6].CO, predict the reaction product. The product is: [Br:16][C:9]1[CH:8]=[C:7]([C:5]([OH:6])=[O:4])[CH:15]=[C:14]2[C:10]=1[CH:11]=[CH:12][NH:13]2.